This data is from Merck oncology drug combination screen with 23,052 pairs across 39 cell lines. The task is: Regression. Given two drug SMILES strings and cell line genomic features, predict the synergy score measuring deviation from expected non-interaction effect. (1) Drug 1: O=C(CCCCCCC(=O)Nc1ccccc1)NO. Drug 2: CC(C)CC(NC(=O)C(Cc1ccccc1)NC(=O)c1cnccn1)B(O)O. Cell line: COLO320DM. Synergy scores: synergy=-17.3. (2) Drug 1: O=S1(=O)NC2(CN1CC(F)(F)F)C1CCC2Cc2cc(C=CCN3CCC(C(F)(F)F)CC3)ccc2C1. Drug 2: COc1cc(C2c3cc4c(cc3C(OC3OC5COC(C)OC5C(O)C3O)C3COC(=O)C23)OCO4)cc(OC)c1O. Cell line: UACC62. Synergy scores: synergy=19.2. (3) Drug 1: CN(Cc1cnc2nc(N)nc(N)c2n1)c1ccc(C(=O)NC(CCC(=O)O)C(=O)O)cc1. Drug 2: O=C(O)C1(Cc2cccc(Nc3nccs3)n2)CCC(Oc2cccc(Cl)c2F)CC1. Cell line: ES2. Synergy scores: synergy=-4.91. (4) Synergy scores: synergy=-18.9. Drug 1: CCC1(O)CC2CN(CCc3c([nH]c4ccccc34)C(C(=O)OC)(c3cc4c(cc3OC)N(C)C3C(O)(C(=O)OC)C(OC(C)=O)C5(CC)C=CCN6CCC43C65)C2)C1. Cell line: NCIH23. Drug 2: CCN(CC)CCNC(=O)c1c(C)[nH]c(C=C2C(=O)Nc3ccc(F)cc32)c1C.